From a dataset of Forward reaction prediction with 1.9M reactions from USPTO patents (1976-2016). Predict the product of the given reaction. Given the reactants O=[C:2]1[CH2:6][CH2:5][CH2:4][CH:3]1[C:7]([O:9]C)=O.[Br:11][C:12]1[CH:20]=[CH:19][C:15]([C:16](=[NH:18])[NH2:17])=[CH:14][CH:13]=1, predict the reaction product. The product is: [Br:11][C:12]1[CH:20]=[CH:19][C:15]([C:16]2[N:17]=[C:7]([OH:9])[C:3]3[CH2:4][CH2:5][CH2:6][C:2]=3[N:18]=2)=[CH:14][CH:13]=1.